Dataset: Peptide-MHC class II binding affinity with 134,281 pairs from IEDB. Task: Regression. Given a peptide amino acid sequence and an MHC pseudo amino acid sequence, predict their binding affinity value. This is MHC class II binding data. (1) The peptide sequence is AQNGVRAMSSLGSSL. The MHC is HLA-DPA10301-DPB10402 with pseudo-sequence HLA-DPA10301-DPB10402. The binding affinity (normalized) is 0.0442. (2) The peptide sequence is KEVEEAWASACGGTG. The MHC is DRB1_0802 with pseudo-sequence DRB1_0802. The binding affinity (normalized) is 0.0282. (3) The peptide sequence is DQGCSSALGSGPYGA. The MHC is HLA-DQA10201-DQB10303 with pseudo-sequence HLA-DQA10201-DQB10303. The binding affinity (normalized) is 0.502. (4) The peptide sequence is GNCTTNILEAKYWCP. The MHC is DRB3_0202 with pseudo-sequence DRB3_0202. The binding affinity (normalized) is 0.650. (5) The peptide sequence is GELQISDKIDAAFKI. The MHC is DRB1_1501 with pseudo-sequence DRB1_1501. The binding affinity (normalized) is 0.455. (6) The peptide sequence is EWVAMTKGEGGVWTFDSEEP. The MHC is DRB4_0101 with pseudo-sequence DRB4_0103. The binding affinity (normalized) is 0.584.